This data is from NCI-60 drug combinations with 297,098 pairs across 59 cell lines. The task is: Regression. Given two drug SMILES strings and cell line genomic features, predict the synergy score measuring deviation from expected non-interaction effect. (1) Drug 1: COC1=CC(=CC(=C1O)OC)C2C3C(COC3=O)C(C4=CC5=C(C=C24)OCO5)OC6C(C(C7C(O6)COC(O7)C8=CC=CS8)O)O. Drug 2: C1=C(C(=O)NC(=O)N1)N(CCCl)CCCl. Cell line: NCI-H522. Synergy scores: CSS=34.7, Synergy_ZIP=-10.5, Synergy_Bliss=-8.23, Synergy_Loewe=-1.99, Synergy_HSA=-0.241. (2) Drug 1: C(=O)(N)NO. Drug 2: C1=NC2=C(N=C(N=C2N1C3C(C(C(O3)CO)O)F)Cl)N. Cell line: SK-MEL-28. Synergy scores: CSS=9.88, Synergy_ZIP=-3.01, Synergy_Bliss=1.91, Synergy_Loewe=-14.8, Synergy_HSA=-0.490. (3) Cell line: SF-268. Drug 2: CC1=C(N=C(N=C1N)C(CC(=O)N)NCC(C(=O)N)N)C(=O)NC(C(C2=CN=CN2)OC3C(C(C(C(O3)CO)O)O)OC4C(C(C(C(O4)CO)O)OC(=O)N)O)C(=O)NC(C)C(C(C)C(=O)NC(C(C)O)C(=O)NCCC5=NC(=CS5)C6=NC(=CS6)C(=O)NCCC[S+](C)C)O. Synergy scores: CSS=20.6, Synergy_ZIP=-4.93, Synergy_Bliss=-0.834, Synergy_Loewe=0.211, Synergy_HSA=1.36. Drug 1: CC1=C(C(=CC=C1)Cl)NC(=O)C2=CN=C(S2)NC3=CC(=NC(=N3)C)N4CCN(CC4)CCO. (4) Drug 1: C1CN1C2=NC(=NC(=N2)N3CC3)N4CC4. Drug 2: CN(CCCl)CCCl.Cl. Cell line: RPMI-8226. Synergy scores: CSS=25.8, Synergy_ZIP=-5.95, Synergy_Bliss=-7.70, Synergy_Loewe=-6.08, Synergy_HSA=-2.00. (5) Drug 1: CC1=C2C(C(=O)C3(C(CC4C(C3C(C(C2(C)C)(CC1OC(=O)C(C(C5=CC=CC=C5)NC(=O)C6=CC=CC=C6)O)O)OC(=O)C7=CC=CC=C7)(CO4)OC(=O)C)O)C)OC(=O)C. Drug 2: CC1=C(N=C(N=C1N)C(CC(=O)N)NCC(C(=O)N)N)C(=O)NC(C(C2=CN=CN2)OC3C(C(C(C(O3)CO)O)O)OC4C(C(C(C(O4)CO)O)OC(=O)N)O)C(=O)NC(C)C(C(C)C(=O)NC(C(C)O)C(=O)NCCC5=NC(=CS5)C6=NC(=CS6)C(=O)NCCC[S+](C)C)O. Cell line: IGROV1. Synergy scores: CSS=30.8, Synergy_ZIP=-6.46, Synergy_Bliss=-3.50, Synergy_Loewe=0.666, Synergy_HSA=0.925. (6) Drug 1: CC1=C2C(C(=O)C3(C(CC4C(C3C(C(C2(C)C)(CC1OC(=O)C(C(C5=CC=CC=C5)NC(=O)OC(C)(C)C)O)O)OC(=O)C6=CC=CC=C6)(CO4)OC(=O)C)OC)C)OC. Drug 2: C1CCC(CC1)NC(=O)N(CCCl)N=O. Cell line: SK-OV-3. Synergy scores: CSS=51.9, Synergy_ZIP=5.61, Synergy_Bliss=5.95, Synergy_Loewe=-5.59, Synergy_HSA=7.50.